From a dataset of Catalyst prediction with 721,799 reactions and 888 catalyst types from USPTO. Predict which catalyst facilitates the given reaction. (1) Reactant: [CH3:1][O:2][C:3](=[O:12])[CH2:4][C:5]1[CH:10]=[CH:9][CH:8]=[C:7]([OH:11])[CH:6]=1.[CH2:13](Br)[CH:14]=[CH2:15].C([O-])([O-])=O.[K+].[K+]. Product: [CH3:1][O:2][C:3](=[O:12])[CH2:4][C:5]1[CH:10]=[CH:9][CH:8]=[C:7]([O:11][CH2:15][CH:14]=[CH2:13])[CH:6]=1. The catalyst class is: 21. (2) Reactant: [C:1]([N:5]1[C:9](=[O:10])[C:8](Cl)=[C:7]([C:12]2[CH:17]=[CH:16][CH:15]=[CH:14][CH:13]=2)[S:6]1(=[O:19])=[O:18])([CH3:4])([CH3:3])[CH3:2].[N:20]1[CH:25]=[CH:24][CH:23]=[C:22]([N:26]2[CH2:31][CH2:30][CH:29]([NH2:32])[CH2:28][CH2:27]2)[N:21]=1. Product: [C:1]([N:5]1[C:9](=[O:10])[C:8]([NH:32][CH:29]2[CH2:30][CH2:31][N:26]([C:22]3[N:21]=[N:20][CH:25]=[CH:24][CH:23]=3)[CH2:27][CH2:28]2)=[C:7]([C:12]2[CH:17]=[CH:16][CH:15]=[CH:14][CH:13]=2)[S:6]1(=[O:19])=[O:18])([CH3:4])([CH3:3])[CH3:2]. The catalyst class is: 18. (3) Reactant: [CH:1]1([CH2:7][N:8]2[CH2:17][CH2:16][C:15]3[C:10](=[CH:11][C:12]([S:18]([NH:21][CH2:22][CH2:23][C@@H:24]4[CH2:28][CH2:27][CH2:26][N:25]4[CH3:29])(=[O:20])=[O:19])=[CH:13][CH:14]=3)[CH2:9]2)[CH2:6][CH2:5][CH2:4][CH2:3][CH2:2]1.[C:30]([OH:37])(=[O:36])/[CH:31]=[CH:32]/[C:33]([OH:35])=[O:34]. Product: [OH2:19].[C:30]([OH:37])(=[O:36])/[CH:31]=[CH:32]/[C:33]([OH:35])=[O:34].[C:30]([OH:37])(=[O:36])/[CH:31]=[CH:32]/[C:33]([OH:35])=[O:34].[CH:1]1([CH2:7][N:8]2[CH2:17][CH2:16][C:15]3[C:10](=[CH:11][C:12]([S:18]([NH:21][CH2:22][CH2:23][C@@H:24]4[CH2:28][CH2:27][CH2:26][N:25]4[CH3:29])(=[O:19])=[O:20])=[CH:13][CH:14]=3)[CH2:9]2)[CH2:2][CH2:3][CH2:4][CH2:5][CH2:6]1. The catalyst class is: 8.